From a dataset of Full USPTO retrosynthesis dataset with 1.9M reactions from patents (1976-2016). Predict the reactants needed to synthesize the given product. (1) Given the product [Br:1][C:2]1[CH:3]=[C:4]2[N:9]([C:10](=[O:12])[CH3:11])[N:22]=[CH:8][C:5]2=[N:6][CH:7]=1, predict the reactants needed to synthesize it. The reactants are: [Br:1][C:2]1[CH:3]=[C:4]([NH:9][C:10](=[O:12])[CH3:11])[C:5]([CH3:8])=[N:6][CH:7]=1.C([O-])(=O)C.[K+].CC([N+:22]([O-])=O)(C)C.C(OC(=O)C)(=O)C. (2) The reactants are: OC1C=C[C:5]([C:6](NN)=[O:7])=CC=1.[N+]([O-])([O-])=O.[Bi+3].[N+]([O-])([O-])=O.[N+]([O-])([O-])=[O:22].[C:25]([CH:28]([CH:30]([C:32]([O-:34])=O)[OH:31])[OH:29])([O-:27])=O.[Na+].[K+]. Given the product [O:22]=[CH:5][C@@H:6]([C@H:32]([C@@H:30]([C@@H:28]([CH2:25][OH:27])[OH:29])[OH:31])[OH:34])[OH:7], predict the reactants needed to synthesize it. (3) Given the product [CH3:27][C:28]1([CH3:42])[C:40]2[CH:39]=[C:38]([NH:41][C:2]3[CH:3]=[CH:4][C:5]([C:8]4[CH:9]=[CH:10][C:11]5[N:12]([C:21]6[CH:26]=[CH:25][CH:24]=[CH:23][CH:22]=6)[C:13]6[C:18]([C:19]=5[CH:20]=4)=[CH:17][CH:16]=[CH:15][CH:14]=6)=[CH:6][CH:7]=3)[CH:37]=[CH:36][C:35]=2[C:34]2[C:29]1=[CH:30][CH:31]=[CH:32][CH:33]=2, predict the reactants needed to synthesize it. The reactants are: I[C:2]1[CH:7]=[CH:6][C:5]([C:8]2[CH:9]=[CH:10][C:11]3[N:12]([C:21]4[CH:26]=[CH:25][CH:24]=[CH:23][CH:22]=4)[C:13]4[C:18]([C:19]=3[CH:20]=2)=[CH:17][CH:16]=[CH:15][CH:14]=4)=[CH:4][CH:3]=1.[CH3:27][C:28]1([CH3:42])[C:40]2[CH:39]=[C:38]([NH2:41])[CH:37]=[CH:36][C:35]=2[C:34]2[C:29]1=[CH:30][CH:31]=[CH:32][CH:33]=2.